This data is from Full USPTO retrosynthesis dataset with 1.9M reactions from patents (1976-2016). The task is: Predict the reactants needed to synthesize the given product. (1) Given the product [NH2:17][C:16]([C:15]1[CH:18]=[CH:19][C:12]([S:11][CH3:10])=[CH:13][CH:14]=1)=[CH:8][C:7]#[N:9], predict the reactants needed to synthesize it. The reactants are: CC(C)([O-])C.[K+].[C:7](#[N:9])[CH3:8].[CH3:10][S:11][C:12]1[CH:19]=[CH:18][C:15]([C:16]#[N:17])=[CH:14][CH:13]=1. (2) Given the product [ClH:31].[ClH:67].[NH2:39][CH:40]1[CH2:45][CH2:44][N:43]([CH2:46][CH:47]([C:48]2([OH:54])[CH2:53][CH2:52][CH2:51][CH2:50][CH2:49]2)[C:55]2[CH:56]=[C:57]([C:61]3[CH:66]=[CH:65][C:64]([Cl:67])=[C:63]([Cl:68])[CH:62]=3)[CH:58]=[CH:59][CH:60]=2)[CH2:42][CH2:41]1, predict the reactants needed to synthesize it. The reactants are: Cl.Cl.NC1CCN(C2CCCCC2(CCC2C=C(C3C=CC([Cl:31])=C(Cl)C=3)C=CC=2)O)CC1.C(OC(=O)[NH:39][CH:40]1[CH2:45][CH2:44][N:43]([CH2:46][CH:47]([C:55]2[CH:56]=[C:57]([C:61]3[CH:66]=[CH:65][C:64]([Cl:67])=[C:63]([Cl:68])[CH:62]=3)[CH:58]=[CH:59][CH:60]=2)[C:48]2([OH:54])[CH2:53][CH2:52][CH2:51][CH2:50][CH2:49]2)[CH2:42][CH2:41]1)(C)(C)C.Cl. (3) Given the product [F:18][C:19]1[C:24]([C:25]2[N:29]([S:45]([C:41]3[S:40][CH:44]=[CH:43][N:42]=3)(=[O:47])=[O:46])[CH:28]=[C:27]([CH2:30][N:31]([CH3:39])[C:32](=[O:38])[O:33][C:34]([CH3:35])([CH3:36])[CH3:37])[CH:26]=2)=[CH:23][CH:22]=[CH:21][N:20]=1, predict the reactants needed to synthesize it. The reactants are: [H-].[Na+].C1OCCOCCOCCOCCOC1.[F:18][C:19]1[C:24]([C:25]2[NH:29][CH:28]=[C:27]([CH2:30][N:31]([CH3:39])[C:32](=[O:38])[O:33][C:34]([CH3:37])([CH3:36])[CH3:35])[CH:26]=2)=[CH:23][CH:22]=[CH:21][N:20]=1.[S:40]1[CH:44]=[CH:43][N:42]=[C:41]1[S:45](Cl)(=[O:47])=[O:46]. (4) The reactants are: [NH:1]1[CH2:6][CH2:5][NH:4][CH2:3][CH2:2]1.Br[CH2:8][CH2:9][O:10][C:11]1[CH:16]=[CH:15][C:14]([F:17])=[CH:13][C:12]=1[F:18].C([O-])([O-])=O.[K+].[K+]. Given the product [F:18][C:12]1[CH:13]=[C:14]([F:17])[CH:15]=[CH:16][C:11]=1[O:10][CH2:9][CH2:8][N:1]1[CH2:6][CH2:5][NH:4][CH2:3][CH2:2]1, predict the reactants needed to synthesize it.